Dataset: Catalyst prediction with 721,799 reactions and 888 catalyst types from USPTO. Task: Predict which catalyst facilitates the given reaction. (1) Reactant: Cl[C:2]1[C:11]2[C:6](=[CH:7][C:8]([F:12])=[CH:9][CH:10]=2)[N:5]=[C:4]([C:13]([F:22])([F:21])[C:14]2[CH:19]=[CH:18][C:17]([F:20])=[CH:16][CH:15]=2)[N:3]=1.[I-].[K+].CCN(C(C)C)C(C)C.[CH3:34][C:35]1[NH:39][N:38]=[C:37]([NH2:40])[CH:36]=1. Product: [F:21][C:13]([F:22])([C:14]1[CH:19]=[CH:18][C:17]([F:20])=[CH:16][CH:15]=1)[C:4]1[N:3]=[C:2]([NH:40][C:37]2[CH:36]=[C:35]([CH3:34])[NH:39][N:38]=2)[C:11]2[C:6](=[CH:7][C:8]([F:12])=[CH:9][CH:10]=2)[N:5]=1. The catalyst class is: 18. (2) Reactant: Cl[C:2]1[CH:7]=[CH:6][C:5]([S:8]([N:11](C2C(C(=O)C3C=CC=CC=3OCC)=NC=C(Cl)C=2)COC)(=[O:10])=[O:9])=[CH:4][C:3]=1[C:33]([F:36])([F:35])[F:34].Cl. Product: [F:36][C:33]([F:34])([F:35])[C:3]1[CH:4]=[C:5]([S:8]([NH2:11])(=[O:10])=[O:9])[CH:6]=[CH:7][CH:2]=1. The catalyst class is: 38. (3) Reactant: [Cl:1][C:2]1[C:3]([N+:17]([O-:19])=[O:18])=[C:4]([C:8]2[NH:12][C:11]3[CH:13]=[CH:14][CH:15]=[CH:16][C:10]=3[N:9]=2)[CH:5]=[CH:6][CH:7]=1.[H-].[Na+].[CH2:22](Br)[CH:23]=[CH2:24]. Product: [CH2:24]([N:12]1[C:11]2[CH:13]=[CH:14][CH:15]=[CH:16][C:10]=2[N:9]=[C:8]1[C:4]1[CH:5]=[CH:6][CH:7]=[C:2]([Cl:1])[C:3]=1[N+:17]([O-:19])=[O:18])[CH:23]=[CH2:22]. The catalyst class is: 1. (4) Reactant: [O:1]1[CH2:6][CH2:5][CH:4]([CH2:7][C:8](Cl)=[O:9])[CH2:3][CH2:2]1.[NH4+:11].[OH-]. Product: [O:1]1[CH2:6][CH2:5][CH:4]([CH2:7][C:8]([NH2:11])=[O:9])[CH2:3][CH2:2]1. The catalyst class is: 1.